This data is from Forward reaction prediction with 1.9M reactions from USPTO patents (1976-2016). The task is: Predict the product of the given reaction. Given the reactants [CH:1]1([C:4]2[C:12](B3OC(C)(C)C(C)(C)O3)=[CH:11][CH:10]=[C:9]3[C:5]=2[CH2:6][C:7](=[O:23])[N:8]3[CH3:22])[CH2:3][CH2:2]1.[Br:24][C:25]1[CH:26]=[N:27][CH:28]=[C:29](Br)[CH:30]=1.COCCOC.C(=O)([O-])[O-].[Na+].[Na+], predict the reaction product. The product is: [Br:24][C:25]1[CH:30]=[C:29]([C:12]2[C:4]([CH:1]3[CH2:2][CH2:3]3)=[C:5]3[C:9](=[CH:10][CH:11]=2)[N:8]([CH3:22])[C:7](=[O:23])[CH2:6]3)[CH:28]=[N:27][CH:26]=1.